This data is from Reaction yield outcomes from USPTO patents with 853,638 reactions. The task is: Predict the reaction yield, written as a fraction of the theoretical maximum amount of product (1.0 means a 100% yield; for example, 0.34 means a 34% yield). (1) The reactants are [OH-].[Na+].[CH3:3][O:4][C:5]1[CH:10]=[C:9]([CH3:11])[C:8]([S:12]([N:15]2[CH2:20][CH2:19][N:18]3[C:21]([CH3:24])=[CH:22][CH:23]=[C:17]3[CH:16]2[CH2:25][OH:26])(=[O:14])=[O:13])=[C:7]([CH3:27])[CH:6]=1.Br[CH2:29][C:30]([O:32][C:33]([CH3:36])([CH3:35])[CH3:34])=[O:31]. The catalyst is C(Cl)Cl.CCCC[N+](CCCC)(CCCC)CCCC.[Br-]. The product is [CH3:3][O:4][C:5]1[CH:6]=[C:7]([CH3:27])[C:8]([S:12]([N:15]2[CH2:20][CH2:19][N:18]3[C:21]([CH3:24])=[CH:22][CH:23]=[C:17]3[CH:16]2[CH2:25][O:26][CH2:29][C:30]([O:32][C:33]([CH3:36])([CH3:35])[CH3:34])=[O:31])(=[O:13])=[O:14])=[C:9]([CH3:11])[CH:10]=1. The yield is 0.950. (2) The reactants are [CH3:1][N:2]([CH3:22])[C:3]1[CH:8]=[CH:7][C:6]([C:9]2[CH:18]=[C:17]([N+]([O-])=O)[C:16]3[C:11](=[CH:12][CH:13]=[CH:14][CH:15]=3)[N:10]=2)=[CH:5][N:4]=1.[F-:23].[K+]. No catalyst specified. The product is [F:23][C:17]1[C:16]2[C:11](=[CH:12][CH:13]=[CH:14][CH:15]=2)[N:10]=[C:9]([C:6]2[CH:7]=[CH:8][C:3]([N:2]([CH3:22])[CH3:1])=[N:4][CH:5]=2)[CH:18]=1. The yield is 0.370. (3) The reactants are C([O-])([O-])=O.[Cs+].[Cs+].F[C:8]1[CH:13]=[C:12]([C:14]([F:17])([F:16])[F:15])[CH:11]=[CH:10][N:9]=1.[C:18]([O:26][CH2:27][CH3:28])(=[O:25])[CH2:19][C:20]([O:22][CH2:23][CH3:24])=[O:21]. The catalyst is CS(C)=O. The product is [F:15][C:14]([F:17])([F:16])[C:12]1[CH:11]=[CH:10][N:9]=[C:8]([CH:19]([C:20]([O:22][CH2:23][CH3:24])=[O:21])[C:18]([O:26][CH2:27][CH3:28])=[O:25])[CH:13]=1. The yield is 0.700. (4) The reactants are [Br:1][C:2]1[CH:10]=[CH:9][C:5]([C:6]([OH:8])=O)=[C:4]([CH3:11])[CH:3]=1.[CH:12]1([NH2:15])[CH2:14][CH2:13]1.C(Cl)CCl. The catalyst is ClCCl. The product is [Br:1][C:2]1[CH:10]=[CH:9][C:5]([C:6]([NH:15][CH:12]2[CH2:14][CH2:13]2)=[O:8])=[C:4]([CH3:11])[CH:3]=1. The yield is 0.730. (5) The reactants are [CH3:1][C:2]1[CH2:7][CH2:6][CH2:5][C:4]([CH3:9])([CH3:8])[C:3]=1[C:10](=[O:14])/[CH:11]=[CH:12]/[CH3:13].O. The catalyst is P(=O)(O)(O)O. The product is [CH3:13][C:12]1[C@@:2]2([CH3:1])[C@H:3]([C:4]([CH3:8])([CH3:9])[CH2:5][CH2:6][CH2:7]2)[C:10](=[O:14])[CH:11]=1. The yield is 0.910. (6) The reactants are [C:1]([C:5]1[CH:10]=[CH:9][C:8]([C:11]2[N:15]([CH3:16])[N:14]=[C:13]([C:17](=O)[CH3:18])[C:12]=2[OH:20])=[CH:7][CH:6]=1)([CH3:4])([CH3:3])[CH3:2].[NH:21]([C:23]([C:25]1[CH:30]=[CH:29][C:28]([S:31]([NH:34][CH3:35])(=[O:33])=[O:32])=[CH:27][CH:26]=1)=[O:24])[NH2:22]. The catalyst is C(O)(C)C. The product is [C:1]([C:5]1[CH:10]=[CH:9][C:8]([C:11]2[N:15]([CH3:16])[N:14]=[C:13]([C:17](=[N:22][NH:21][C:23]([C:25]3[CH:26]=[CH:27][C:28]([S:31]([NH:34][CH3:35])(=[O:32])=[O:33])=[CH:29][CH:30]=3)=[O:24])[CH3:18])[C:12]=2[OH:20])=[CH:7][CH:6]=1)([CH3:4])([CH3:3])[CH3:2]. The yield is 0.280. (7) The reactants are [F:1][C:2]1[CH:7]=[CH:6][C:5]([C@H:8]2[NH:19][C:18](=[O:20])[CH2:17][CH2:16][CH:15]=[CH:14][CH2:13][C@@H:12]([CH2:21][C:22]([O:24]C(C)(C)C)=O)[C:11](=[O:29])[O:10][CH2:9]2)=[CH:4][CH:3]=1.FC(F)(F)C(O)=O.FC1C=CC([C@H]2NC(=O)CCC=CC[C@@H](CC(O)=O)C(=O)OC2)=CC=1.[Cl:62][C:63]1[CH:68]=[CH:67][C:66]([CH2:69][NH2:70])=[CH:65][CH:64]=1. The catalyst is C(Cl)Cl.CO.C(Cl)Cl. The product is [Cl:62][C:63]1[CH:68]=[CH:67][C:66]([CH2:69][NH:70][C:22](=[O:24])[CH2:21][C@H:12]2[C:11](=[O:29])[O:10][CH2:9][C@@H:8]([C:5]3[CH:4]=[CH:3][C:2]([F:1])=[CH:7][CH:6]=3)[NH:19][C:18](=[O:20])[CH2:17][CH2:16][CH:15]=[CH:14][CH2:13]2)=[CH:65][CH:64]=1. The yield is 0.840. (8) No catalyst specified. The yield is 0.890. The reactants are [Cl:1][C:2]1[CH:7]=[CH:6][C:5]([CH2:8][C:9](N)=[O:10])=[CH:4][C:3]=1[N+:12]([O-:14])=[O:13].[CH3:15][OH:16]. The product is [CH3:15][O:16][C:9](=[O:10])[CH2:8][C:5]1[CH:6]=[CH:7][C:2]([Cl:1])=[C:3]([N+:12]([O-:14])=[O:13])[CH:4]=1.